From a dataset of Peptide-MHC class I binding affinity with 185,985 pairs from IEDB/IMGT. Regression. Given a peptide amino acid sequence and an MHC pseudo amino acid sequence, predict their binding affinity value. This is MHC class I binding data. (1) The peptide sequence is ILLARLFLY. The MHC is HLA-B15:01 with pseudo-sequence HLA-B15:01. The binding affinity (normalized) is 0.213. (2) The peptide sequence is KCMSAALKNL. The MHC is HLA-A68:02 with pseudo-sequence HLA-A68:02. The binding affinity (normalized) is 0.0128. (3) The binding affinity (normalized) is 0.296. The peptide sequence is RDNRTIISL. The MHC is Mamu-A11 with pseudo-sequence Mamu-A11.